The task is: Predict the reaction yield, written as a fraction of the theoretical maximum amount of product (1.0 means a 100% yield; for example, 0.34 means a 34% yield).. This data is from Reaction yield outcomes from USPTO patents with 853,638 reactions. (1) The reactants are Cl[C:2]1[C:3]2[O:10][CH:9]=[CH:8][C:4]=2[N:5]=[CH:6][N:7]=1.[CH3:11][O-:12].[Na+].O. The catalyst is CO. The product is [CH3:11][O:12][C:2]1[C:3]2[O:10][CH:9]=[CH:8][C:4]=2[N:5]=[CH:6][N:7]=1. The yield is 0.620. (2) The reactants are [CH3:1][C:2]1[N:36]=[C:5]2[N:6]([CH:29]3[CH2:34][CH2:33][C:32](=[O:35])[CH2:31][CH2:30]3)[C:7](=[O:28])[C:8]([CH2:13][C:14]3[CH:19]=[CH:18][C:17]([C:20]4[C:21]([C:26]#[N:27])=[CH:22][CH:23]=[CH:24][CH:25]=4)=[CH:16][CH:15]=3)=[C:9]([CH2:10][CH2:11][CH3:12])[N:4]2[N:3]=1.CO.[BH4-].[Na+]. The catalyst is O1CCCC1. The product is [OH:35][CH:32]1[CH2:33][CH2:34][CH:29]([N:6]2[C:7](=[O:28])[C:8]([CH2:13][C:14]3[CH:19]=[CH:18][C:17]([C:20]4[C:21]([C:26]#[N:27])=[CH:22][CH:23]=[CH:24][CH:25]=4)=[CH:16][CH:15]=3)=[C:9]([CH2:10][CH2:11][CH3:12])[N:4]3[N:3]=[C:2]([CH3:1])[N:36]=[C:5]23)[CH2:30][CH2:31]1. The yield is 0.900. (3) The reactants are [CH3:1][C:2]1([CH3:18])[C:6]([CH3:8])([CH3:7])[O:5][B:4]([C:9]2[CH:14]=[CH:13][C:12]([CH2:15][C:16]#[N:17])=[CH:11][CH:10]=2)[O:3]1.C[Si]([N-][Si](C)(C)C)(C)C.[Na+].I[CH2:30][CH2:31][CH2:32]I. The catalyst is C1COCC1. The product is [CH3:8][C:6]1([CH3:7])[C:2]([CH3:18])([CH3:1])[O:3][B:4]([C:9]2[CH:14]=[CH:13][C:12]([C:15]3([C:16]#[N:17])[CH2:32][CH2:31][CH2:30]3)=[CH:11][CH:10]=2)[O:5]1. The yield is 0.470. (4) The reactants are [Br:1][C:2]1[CH:3]=[C:4]([N+:9]([O-:11])=[O:10])[C:5](O)=[N:6][CH:7]=1.P(Br)(Br)[Br:13].O. The catalyst is C1(C)C=CC=CC=1.CN(C=O)C. The product is [Br:13][C:5]1[C:4]([N+:9]([O-:11])=[O:10])=[CH:3][C:2]([Br:1])=[CH:7][N:6]=1. The yield is 0.800. (5) The reactants are F[C:2]1[CH:7]=[CH:6][C:5]([N+:8]([O-:10])=[O:9])=[CH:4][CH:3]=1.[C:11]([C:16]1[CH:21]=[CH:20][C:19]([OH:22])=[CH:18][CH:17]=1)([CH2:14][CH3:15])([CH3:13])[CH3:12].CS(C)=O. No catalyst specified. The product is [N+:8]([C:5]1[CH:6]=[CH:7][C:2]([O:22][C:19]2[CH:20]=[CH:21][C:16]([C:11]([CH2:14][CH3:15])([CH3:12])[CH3:13])=[CH:17][CH:18]=2)=[CH:3][CH:4]=1)([O-:10])=[O:9]. The yield is 0.830. (6) The reactants are [CH3:1][O:2][C:3](=[O:26])[CH:4]([NH:8][S:9]([C:12]1[CH:17]=[CH:16][C:15]([O:18][CH2:19][C:20]2[CH:25]=[CH:24][CH:23]=[CH:22][CH:21]=2)=[CH:14][CH:13]=1)(=[O:11])=[O:10])[CH:5](O)[CH3:6].C1(P(C2C=CC=CC=2)C2C=CC=CC=2)C=CC=CC=1.CCOC(/N=N/C(OCC)=O)=O. The catalyst is O1CCCC1. The product is [CH3:1][O:2][C:3]([CH:4]1[CH:5]([CH3:6])[N:8]1[S:9]([C:12]1[CH:17]=[CH:16][C:15]([O:18][CH2:19][C:20]2[CH:25]=[CH:24][CH:23]=[CH:22][CH:21]=2)=[CH:14][CH:13]=1)(=[O:11])=[O:10])=[O:26]. The yield is 0.630. (7) The reactants are [CH3:1][O:2][C:3]([C:5]1([C:8]2[CH:13]=[CH:12][C:11]([O:14][CH3:15])=[CH:10][CH:9]=2)[CH2:7][CH2:6]1)=[O:4].[N+:16]([O-])([OH:18])=[O:17].Cl. The catalyst is CC(OC(C)=O)=O.CC(O)=O. The product is [CH3:1][O:2][C:3]([C:5]1([C:8]2[CH:9]=[CH:10][C:11]([O:14][CH3:15])=[C:12]([N+:16]([O-:18])=[O:17])[CH:13]=2)[CH2:6][CH2:7]1)=[O:4]. The yield is 0.980.